From a dataset of Reaction yield outcomes from USPTO patents with 853,638 reactions. Predict the reaction yield, written as a fraction of the theoretical maximum amount of product (1.0 means a 100% yield; for example, 0.34 means a 34% yield). (1) The reactants are [C:1]([O:5][CH:6]([C:10]1[C:14]([C:15]2[CH2:20][CH2:19][C:18]([CH3:22])([CH3:21])[CH2:17][CH:16]=2)=[C:13](I)[S:12][C:11]=1[CH3:24])[C:7]([O-:9])=[O:8])([CH3:4])([CH3:3])[CH3:2].[CH:25]1([B-](F)(F)F)[CH2:27][CH2:26]1.[K+].C(=O)([O-])[O-].[Cs+].[Cs+].[C:39]1(C)C=CC=C[CH:40]=1. The yield is 0.780. The catalyst is O.C([O-])(=O)C.[Pd+2].C([O-])(=O)C.C12(P(C34CC5CC(CC(C5)C3)C4)CCCC)CC3CC(CC(C3)C1)C2. The product is [C:1]([O:5][CH:6]([C:10]1[C:14]([C:15]2[CH2:20][CH2:19][C:18]([CH3:22])([CH3:21])[CH2:17][CH:16]=2)=[C:13]([CH:25]2[CH2:27][CH2:26]2)[S:12][C:11]=1[CH3:24])[C:7]([O:9][CH2:39][CH3:40])=[O:8])([CH3:4])([CH3:3])[CH3:2]. (2) The yield is 0.640. The reactants are [CH3:1][C:2]([CH3:19])([C:8]([C:10]1[CH:15]=[CH:14][C:13]([N+:16]([O-:18])=[O:17])=[CH:12][CH:11]=1)=O)[C:3](OCC)=[O:4].O.[NH2:21][NH2:22]. The catalyst is CCO. The product is [CH3:1][C:2]1([CH3:19])[C:3](=[O:4])[NH:22][N:21]=[C:8]1[C:10]1[CH:15]=[CH:14][C:13]([N+:16]([O-:18])=[O:17])=[CH:12][CH:11]=1. (3) The yield is 0.670. The product is [CH3:1][O:3][C:4](=[O:14])[C:5]1[C:10]([O:16][CH3:15])=[CH:9][C:8]([O:19][CH3:18])=[N:7][C:6]=1[CH3:13]. The reactants are [CH2:1]([O:3][C:4](=[O:14])[C:5]1[C:10](Cl)=[CH:9][C:8](Cl)=[N:7][C:6]=1[CH3:13])C.[CH3:15][O-:16].[Na+].[CH3:18][OH:19]. No catalyst specified. (4) The catalyst is C1(C)C=CC=CC=1. The reactants are C([N:8]1[CH2:12][C@H:11]([C:13]2[CH:18]=[CH:17][C:16]([F:19])=[C:15]([F:20])[CH:14]=2)[C@@H:10]([C@@H:21]([O:23][C:24]2[CH:29]=[CH:28][C:27]([Cl:30])=[CH:26][N:25]=2)[CH3:22])[CH2:9]1)C1C=CC=CC=1.ClC(OC(Cl)C)=O.CCN(C(C)C)C(C)C. The yield is 0.640. The product is [Cl:30][C:27]1[CH:28]=[CH:29][C:24]([O:23][C@H:21]([C@@H:10]2[C@@H:11]([C:13]3[CH:18]=[CH:17][C:16]([F:19])=[C:15]([F:20])[CH:14]=3)[CH2:12][NH:8][CH2:9]2)[CH3:22])=[N:25][CH:26]=1. (5) The reactants are [NH2:1][CH2:2][CH2:3][CH2:4][C:5]([OH:7])=[O:6].C(N(CC)CC)C.[CH3:15][C:16]([O:19][C:20](ON=C(C1C=CC=CC=1)C#N)=[O:21])([CH3:18])[CH3:17]. The catalyst is O1CCOCC1. The product is [C:16]([O:19][C:20]([NH:1][CH2:2][CH2:3][CH2:4][C:5]([OH:7])=[O:6])=[O:21])([CH3:18])([CH3:17])[CH3:15]. The yield is 0.518. (6) The reactants are [CH3:1][O:2][C:3]1[N:10]=[C:9]([C:11]([F:14])([F:13])[F:12])[CH:8]=[CH:7][C:4]=1[CH:5]=O.[N+:15]([CH3:18])([O-:17])=[O:16].Cl.CN.C([O-])(=O)C.[Na+]. No catalyst specified. The product is [CH3:1][O:2][C:3]1[C:4]([CH:5]=[CH:18][N+:15]([O-:17])=[O:16])=[CH:7][CH:8]=[C:9]([C:11]([F:14])([F:13])[F:12])[N:10]=1. The yield is 0.532. (7) The reactants are [Br:1][C:2]1[S:6][C:5]([C:7]([OH:9])=O)=[CH:4][CH:3]=1.C(Cl)(=O)C(Cl)=O.[F:16][C:17]1[CH:23]=[CH:22][CH:21]=[CH:20][C:18]=1[NH2:19].CCN(C(C)C)C(C)C.Cl.[Cl-].[Na+].O. The catalyst is C(Cl)Cl.CC(=O)OCC.CN(C=O)C. The product is [Br:1][C:2]1[S:6][C:5]([C:7]([NH:19][C:18]2[CH:20]=[CH:21][CH:22]=[CH:23][C:17]=2[F:16])=[O:9])=[CH:4][CH:3]=1. The yield is 0.890. (8) The reactants are C[CH2:2][C:3]([OH:5])=S.C(Cl)(=O)C(Cl)=O.[F:12][C:13]1[CH:18]=[CH:17][C:16]([C:19]2[N:20]=[C:21]3[CH:26]=[CH:25][CH:24]=[N:23][N:22]3[C:27]=2[C:28]2[CH:33]=[CH:32][N:31]=[C:30]([NH2:34])[CH:29]=2)=[CH:15][C:14]=1[CH3:35].C(N(CC)CC)C.CC[C:45](Cl)=[S:46].C(=O)([O-])O.[Na+]. The product is [F:12][C:13]1[CH:18]=[CH:17][C:16]([C:19]2[N:20]=[C:21]3[CH:26]=[CH:25][CH:24]=[N:23][N:22]3[C:27]=2[C:28]2[CH:33]=[CH:32][N:31]=[C:30]([NH:34][C:3](=[O:5])[CH2:2][S:46][CH3:45])[CH:29]=2)=[CH:15][C:14]=1[CH3:35]. The catalyst is O1CCCC1.CN(C)C=O. The yield is 0.330. (9) The reactants are [C:1]1(=[O:14])[C:6]2=[CH:7][C:8]3[CH2:9][CH2:10][CH2:11][CH2:12][C:13]=3[N:5]2[CH2:4][CH2:3][NH:2]1.[Br:15]N1C(=O)CCC1=O. The catalyst is CN(C)C=O.O. The product is [Br:15][C:7]1[C:8]2[CH2:9][CH2:10][CH2:11][CH2:12][C:13]=2[N:5]2[CH2:4][CH2:3][NH:2][C:1](=[O:14])[C:6]=12. The yield is 0.710.